Dataset: TCR-epitope binding with 47,182 pairs between 192 epitopes and 23,139 TCRs. Task: Binary Classification. Given a T-cell receptor sequence (or CDR3 region) and an epitope sequence, predict whether binding occurs between them. (1) The epitope is QECVRGTTVL. The TCR CDR3 sequence is CASSSPGDGEQFF. Result: 1 (the TCR binds to the epitope). (2) The epitope is FTISVTTEIL. The TCR CDR3 sequence is CASSLAGFTTGAEKLFF. Result: 1 (the TCR binds to the epitope).